Dataset: Full USPTO retrosynthesis dataset with 1.9M reactions from patents (1976-2016). Task: Predict the reactants needed to synthesize the given product. Given the product [O:11]1[CH2:15][CH2:14][CH:13]([C:16]([N:10]2[CH2:6][CH2:1][CH:7]([C:34]3[CH:38]=[CH:39][C:31]([NH:30][C:28]([N:20]4[CH2:19][C:27]5[C:22](=[CH:23][CH:24]=[CH:25][CH:26]=5)[CH2:21]4)=[O:29])=[CH:32][CH:33]=3)[CH2:8][CH2:9]2)=[O:17])[CH2:12]1, predict the reactants needed to synthesize it. The reactants are: [C:1]1([CH2:7][CH2:8][CH2:9][NH2:10])[CH:6]=CC=CC=1.[O:11]1[CH2:15][CH2:14][CH:13]([C:16](O)=[O:17])[CH2:12]1.[CH2:19]1[C:27]2[C:22](=[CH:23][CH:24]=[CH:25][CH:26]=2)[CH2:21][N:20]1[C:28]([NH:30][C:31]1[CH:39]=[CH:38][C:34](C(O)=O)=[CH:33][CH:32]=1)=[O:29].